Binary Classification. Given a drug SMILES string, predict its activity (active/inactive) in a high-throughput screening assay against a specified biological target. From a dataset of Choline transporter screen with 302,306 compounds. (1) The result is 0 (inactive). The drug is Clc1c(NC(=O)c2oc3c(c2)cccc3)ccc(Cl)c1. (2) The compound is Brc1oc(C(=O)NCC(OCC(=O)N2C(Cc3c2cccc3)C)=O)cc1. The result is 0 (inactive). (3) The drug is Clc1cc(NC(=S)N2CCN(CC2)CC)ccc1Cl. The result is 0 (inactive).